From a dataset of Full USPTO retrosynthesis dataset with 1.9M reactions from patents (1976-2016). Predict the reactants needed to synthesize the given product. (1) The reactants are: C(OC(=O)N[C@@H]1[C@H](N[C:15]2[N:16]=[CH:17][C:18]3[S:23][CH:22]=[C:21]([C:24](=[O:34])[NH:25][C:26]4[CH:31]=[C:30]([CH3:32])[CH:29]=[C:28]([CH3:33])[N:27]=4)[C:19]=3[N:20]=2)CCOC1)(C)(C)C. Given the product [CH3:32][C:30]1[CH:29]=[C:28]([CH3:33])[N:27]=[C:26]([NH:25][C:24]([C:21]2[C:19]3[N:20]=[CH:15][N:16]=[CH:17][C:18]=3[S:23][CH:22]=2)=[O:34])[CH:31]=1, predict the reactants needed to synthesize it. (2) The reactants are: S(OS([O-])=O)([O-])=O.[Na+].[Na+].[CH2:10]([N:12]1[C:24]2[CH:23]=[CH:22][C:21]([CH:25]=O)=[CH:20][C:19]=2[C:18]2[C:13]1=[CH:14][CH:15]=[CH:16][CH:17]=2)[CH3:11].[Br:27][C:28]1[CH:29]=[C:30]([NH2:37])[C:31]([NH2:36])=[CH:32][C:33]=1[O:34][CH3:35].C(=O)([O-])O.[Na+]. Given the product [Br:27][C:28]1[C:33]([O:34][CH3:35])=[CH:32][C:31]2[NH:36][C:25]([C:21]3[CH:22]=[CH:23][C:24]4[N:12]([CH2:10][CH3:11])[C:13]5[C:18]([C:19]=4[CH:20]=3)=[CH:17][CH:16]=[CH:15][CH:14]=5)=[N:37][C:30]=2[CH:29]=1, predict the reactants needed to synthesize it. (3) Given the product [CH3:1][O:2][C:3]1[CH:4]=[C:5]2[C:10](=[CH:11][CH:12]=1)[CH:9]=[C:8]([C@H:13]([CH3:17])[C:14]([O:16][CH2:19][CH2:20][NH:21][C:22]([O:23][C:24]([CH3:27])([CH3:26])[CH3:25])=[O:28])=[O:15])[CH:7]=[CH:6]2, predict the reactants needed to synthesize it. The reactants are: [CH3:1][O:2][C:3]1[CH:4]=[C:5]2[C:10](=[CH:11][CH:12]=1)[CH:9]=[C:8]([C@H:13]([CH3:17])[C:14]([OH:16])=[O:15])[CH:7]=[CH:6]2.O[CH2:19][CH2:20][NH:21][C:22](=[O:28])[O:23][C:24]([CH3:27])([CH3:26])[CH3:25].C1(N=C=NC2CCCCC2)CCCCC1. (4) Given the product [CH3:3][C:4]1[CH:9]=[C:8]([CH3:10])[CH:7]=[C:6]([CH3:11])[C:5]=1[NH:12][C:13]([NH:15][C:16]1[C:17]([C:26]([NH:28][CH:29]2[CH2:30][CH:31]2[C:37]([OH:40])=[O:39])=[O:27])=[CH:18][C:19]2[C:24]([CH:25]=1)=[CH:23][CH:22]=[CH:21][CH:20]=2)=[O:14], predict the reactants needed to synthesize it. The reactants are: [Li+].[OH-].[CH3:3][C:4]1[CH:9]=[C:8]([CH3:10])[CH:7]=[C:6]([CH3:11])[C:5]=1[NH:12][C:13]([NH:15][C:16]1[C:17]([C:26]([NH:28][C:29]2(C(OC)=O)[CH2:31][CH2:30]2)=[O:27])=[CH:18][C:19]2[C:24]([CH:25]=1)=[CH:23][CH:22]=[CH:21][CH:20]=2)=[O:14].Cl.[C:37]([O:40]CC)(=[O:39])C. (5) Given the product [CH:2]([C@@H:3]1[CH2:9][C:6]2([CH2:7][CH2:8]2)[CH2:5][N:4]1[C:10]([O:12][C:13]([CH3:16])([CH3:15])[CH3:14])=[O:11])=[O:1], predict the reactants needed to synthesize it. The reactants are: [OH:1][CH2:2][C@@H:3]1[CH2:9][C:6]2([CH2:8][CH2:7]2)[CH2:5][N:4]1[C:10]([O:12][C:13]([CH3:16])([CH3:15])[CH3:14])=[O:11].CC1(C)N([O])C(C)(C)CCC1.CC(C(O)=O)CN. (6) Given the product [Br:19][CH2:1][CH2:2][CH2:3][CH2:4][CH2:5][CH2:6][CH2:7][CH2:8][CH2:9][CH2:10][CH2:11][CH2:12][CH2:13][CH2:14][CH2:15][CH2:16][OH:17], predict the reactants needed to synthesize it. The reactants are: [CH2:1](O)[CH2:2][CH2:3][CH2:4][CH2:5][CH2:6][CH2:7][CH2:8][CH2:9][CH2:10][CH2:11][CH2:12][CH2:13][CH2:14][CH2:15][CH2:16][OH:17].[BrH:19]. (7) Given the product [NH2:1][C:4]1[CH:19]=[CH:18][C:7]([O:8][CH:9]2[CH2:10][CH2:11][N:12]([CH:15]([OH:17])[CH3:16])[CH2:13][CH2:14]2)=[CH:6][CH:5]=1, predict the reactants needed to synthesize it. The reactants are: [N+:1]([C:4]1[CH:19]=[CH:18][C:7]([O:8][CH:9]2[CH2:14][CH2:13][N:12]([CH:15]([OH:17])[CH3:16])[CH2:11][CH2:10]2)=[CH:6][CH:5]=1)([O-])=O. (8) Given the product [CH2:1]([O:3][CH2:4][O:5][CH2:6][C:7]1[CH:12]=[CH:11][C:10]2[O:13][CH2:14][O:15][C:9]=2[C:8]=1[S:28][CH3:27])[CH3:2], predict the reactants needed to synthesize it. The reactants are: [CH2:1]([O:3][CH2:4][O:5][CH2:6][C:7]1[CH:12]=[CH:11][C:10]2[O:13][CH2:14][O:15][C:9]=2[CH:8]=1)[CH3:2].CCCCCC.C([Li])CCC.[CH3:27][S:28]SC.[OH-].[Na+]. (9) Given the product [C:5]([C:4]1[CH:3]=[C:2]([S:14]([Cl:17])(=[O:16])=[O:15])[CH:9]=[CH:8][CH:7]=1)#[N:6], predict the reactants needed to synthesize it. The reactants are: N[C:2]1[CH:3]=[C:4]([CH:7]=[CH:8][CH:9]=1)[C:5]#[N:6].N([O-])=O.[Na+].[S:14](=[O:16])=[O:15].[ClH:17]. (10) Given the product [CH:14]1([CH2:19][CH2:20][CH2:21][NH:5][CH2:4][CH:3]([O:6][CH3:7])[O:2][CH3:1])[CH2:18][CH2:17][CH2:16][CH2:15]1, predict the reactants needed to synthesize it. The reactants are: [CH3:1][O:2][CH:3]([O:6][CH3:7])[CH2:4][NH2:5].C(=O)([O-])[O-].[K+].[K+].[CH:14]1([CH2:19][CH2:20][CH2:21]I)[CH2:18][CH2:17][CH2:16][CH2:15]1.